Dataset: Peptide-MHC class II binding affinity with 134,281 pairs from IEDB. Task: Regression. Given a peptide amino acid sequence and an MHC pseudo amino acid sequence, predict their binding affinity value. This is MHC class II binding data. (1) The peptide sequence is TRKIMKVVNRWLFRH. The MHC is DRB3_0301 with pseudo-sequence DRB3_0301. The binding affinity (normalized) is 0.778. (2) The peptide sequence is AIKFDFSTGLIIQGL. The MHC is DRB1_1201 with pseudo-sequence DRB1_1201. The binding affinity (normalized) is 0.406. (3) The peptide sequence is IGKMFEATARGARRM. The MHC is DRB1_0802 with pseudo-sequence DRB1_0802. The binding affinity (normalized) is 0.569. (4) The peptide sequence is LIDDVLAILPLDDLK. The MHC is HLA-DQA10401-DQB10402 with pseudo-sequence HLA-DQA10401-DQB10402. The binding affinity (normalized) is 0.748. (5) The peptide sequence is TEAVQKIATESIVIWGKTPKFRL. The MHC is DRB1_1302 with pseudo-sequence DRB1_1302. The binding affinity (normalized) is 0.338. (6) The binding affinity (normalized) is 0.213. The peptide sequence is GNSNYKAVSCDFNNG. The MHC is DRB1_0101 with pseudo-sequence DRB1_0101.